From a dataset of Full USPTO retrosynthesis dataset with 1.9M reactions from patents (1976-2016). Predict the reactants needed to synthesize the given product. (1) The reactants are: [Br:1][C:2]1[N:7]=[CH:6][C:5]([NH:8][C:9]([C:11]2[C:15]([CH2:16]O)=[CH:14][N:13]([C:18]3[CH:23]=[CH:22][C:21]([Cl:24])=[CH:20][CH:19]=3)[N:12]=2)=[O:10])=[CH:4][CH:3]=1.CS([Cl:29])(=O)=O.CCN(C(C)C)C(C)C. Given the product [Br:1][C:2]1[N:7]=[CH:6][C:5]([NH:8][C:9]([C:11]2[C:15]([CH2:16][Cl:29])=[CH:14][N:13]([C:18]3[CH:23]=[CH:22][C:21]([Cl:24])=[CH:20][CH:19]=3)[N:12]=2)=[O:10])=[CH:4][CH:3]=1, predict the reactants needed to synthesize it. (2) The reactants are: Br[C:2]1[CH:3]=[C:4]([C:20]2[CH:25]=[CH:24][C:23]([C:26]([O:28][CH2:29][CH3:30])=[O:27])=[CH:22][CH:21]=2)[CH:5]=[CH:6][C:7]=1[O:8][CH2:9][CH2:10][CH2:11][O:12][Si:13]([C:16]([CH3:19])([CH3:18])[CH3:17])([CH3:15])[CH3:14].[CH2:31]([N:33]([CH2:43][CH3:44])[C:34]1[CH:39]=[CH:38][C:37](B(O)O)=[CH:36][CH:35]=1)[CH3:32]. Given the product [Si:13]([O:12][CH2:11][CH2:10][CH2:9][O:8][C:7]1[CH:6]=[CH:5][C:4]([C:20]2[CH:25]=[CH:24][C:23]([C:26]([O:28][CH2:29][CH3:30])=[O:27])=[CH:22][CH:21]=2)=[CH:3][C:2]=1[C:37]1[CH:38]=[CH:39][C:34]([N:33]([CH2:43][CH3:44])[CH2:31][CH3:32])=[CH:35][CH:36]=1)([C:16]([CH3:19])([CH3:18])[CH3:17])([CH3:15])[CH3:14], predict the reactants needed to synthesize it.